From a dataset of Reaction yield outcomes from USPTO patents with 853,638 reactions. Predict the reaction yield, written as a fraction of the theoretical maximum amount of product (1.0 means a 100% yield; for example, 0.34 means a 34% yield). (1) The reactants are Br[C:2]1[CH:3]=[C:4]([C@H:9]2[CH2:13][O:12][C:11]([CH3:15])([CH3:14])[N:10]2[C:16]([O:18][C:19]([CH3:22])([CH3:21])[CH3:20])=[O:17])[CH:5]=[C:6]([F:8])[CH:7]=1.CCN(C(C)C)C(C)C.[CH3:32][S-:33].[Na+].CCOC(C)=O. The catalyst is C1(C)C=CC=CC=1.C1C=CC(/C=C/C(/C=C/C2C=CC=CC=2)=O)=CC=1.C1C=CC(/C=C/C(/C=C/C2C=CC=CC=2)=O)=CC=1.C1C=CC(/C=C/C(/C=C/C2C=CC=CC=2)=O)=CC=1.[Pd].[Pd].CC1(C)C2C(=C(P(C3C=CC=CC=3)C3C=CC=CC=3)C=CC=2)OC2C(P(C3C=CC=CC=3)C3C=CC=CC=3)=CC=CC1=2. The product is [F:8][C:6]1[CH:5]=[C:4]([C@H:9]2[CH2:13][O:12][C:11]([CH3:15])([CH3:14])[N:10]2[C:16]([O:18][C:19]([CH3:22])([CH3:21])[CH3:20])=[O:17])[CH:3]=[C:2]([S:33][CH3:32])[CH:7]=1. The yield is 1.02. (2) The reactants are [CH:1]([C:4]1[N:8]=[C:7]([N:9]2[CH2:14][CH2:13][CH:12]([N:15]3[CH2:19][CH2:18][C@H:17]([NH:20]C(=O)OC(C)(C)C)[C:16]3=[O:28])[CH2:11][CH2:10]2)[S:6][N:5]=1)([CH3:3])[CH3:2].C(O)(C(F)(F)F)=O. The catalyst is C(Cl)Cl. The product is [NH2:20][C@H:17]1[CH2:18][CH2:19][N:15]([CH:12]2[CH2:11][CH2:10][N:9]([C:7]3[S:6][N:5]=[C:4]([CH:1]([CH3:2])[CH3:3])[N:8]=3)[CH2:14][CH2:13]2)[C:16]1=[O:28]. The yield is 0.880.